Dataset: Forward reaction prediction with 1.9M reactions from USPTO patents (1976-2016). Task: Predict the product of the given reaction. (1) Given the reactants [CH3:1][N:2]1[C:6]([C:7]2[CH:12]=[CH:11][C:10]([OH:13])=[CH:9][CH:8]=2)=[C:5]([C:14]2[CH:19]=[CH:18][N:17]=[CH:16][CH:15]=2)[N:4]=[N:3]1.Cl.Cl[CH2:22][C:23]1[CH:32]=[CH:31][C:30]2[C:25](=[CH:26][CH:27]=[CH:28][CH:29]=2)[N:24]=1.C(=O)([O-])[O-].[Cs+].[Cs+], predict the reaction product. The product is: [CH3:1][N:2]1[C:6]([C:7]2[CH:8]=[CH:9][C:10]([O:13][CH2:22][C:23]3[CH:32]=[CH:31][C:30]4[C:25](=[CH:26][CH:27]=[CH:28][CH:29]=4)[N:24]=3)=[CH:11][CH:12]=2)=[C:5]([C:14]2[CH:19]=[CH:18][N:17]=[CH:16][CH:15]=2)[N:4]=[N:3]1. (2) Given the reactants C(OC([N:8]1[CH2:14][CH2:13][CH2:12][CH:11]([NH:15][CH2:16][CH2:17][CH2:18][CH2:19][OH:20])[CH2:10][CH2:9]1)=O)(C)(C)C.Cl, predict the reaction product. The product is: [NH:8]1[CH2:14][CH2:13][CH2:12][CH:11]([NH:15][CH2:16][CH2:17][CH2:18][CH2:19][OH:20])[CH2:10][CH2:9]1. (3) The product is: [CH2:1]([N:8]1[C:13](=[O:14])[C:12]2[C:15]([NH:26][C:25]3[CH:27]=[CH:28][C:29]([N+:31]([O-:33])=[O:32])=[CH:30][C:24]=3[F:23])=[C:16]([CH3:21])[C:17](=[O:20])[N:18]([CH3:19])[C:11]=2[N:10]=[CH:9]1)[C:2]1[CH:7]=[CH:6][CH:5]=[CH:4][CH:3]=1. Given the reactants [CH2:1]([N:8]1[C:13](=[O:14])[C:12]2[C:15](Cl)=[C:16]([CH3:21])[C:17](=[O:20])[N:18]([CH3:19])[C:11]=2[N:10]=[CH:9]1)[C:2]1[CH:7]=[CH:6][CH:5]=[CH:4][CH:3]=1.[F:23][C:24]1[CH:30]=[C:29]([N+:31]([O-:33])=[O:32])[CH:28]=[CH:27][C:25]=1[NH2:26].CC(C)([O-])C.[Na+].C(OCC)C, predict the reaction product. (4) Given the reactants OC(C(F)(F)F)=O.N[C@H](C1C(C2C=CC(Cl)=C3C=2N(C)N=C3NS(C)(=O)=O)=CC=C(C#CC(O)(C)C)N=1)CC1C=C(F)C=C(F)C=1.[F:47][C:48]1[CH:49]=[C:50]([CH2:55][C@H:56]([NH:84]C(=O)OC(C)(C)C)[C:57]2[C:62]([C:63]3[C:64]4[N:65]([C:69]([NH:72][CH2:73][C:74]([F:77])([F:76])[F:75])=[N:70][N:71]=4)[CH:66]=[CH:67][CH:68]=3)=[CH:61][CH:60]=[C:59]([C:78]#[C:79][C:80]([OH:83])([CH3:82])[CH3:81])[N:58]=2)[CH:51]=[C:52]([F:54])[CH:53]=1, predict the reaction product. The product is: [NH2:84][C@H:56]([C:57]1[N:58]=[C:59]([C:78]#[C:79][C:80]([CH3:82])([OH:83])[CH3:81])[CH:60]=[CH:61][C:62]=1[C:63]1[C:64]2[N:65]([C:69]([NH:72][CH2:73][C:74]([F:75])([F:76])[F:77])=[N:70][N:71]=2)[CH:66]=[CH:67][CH:68]=1)[CH2:55][C:50]1[CH:51]=[C:52]([F:54])[CH:53]=[C:48]([F:47])[CH:49]=1. (5) Given the reactants C([O:8][C:9]([NH:11][C@H:12]([C:16]([OH:18])=O)[CH:13]([CH3:15])[CH3:14])=O)C1C=CC=CC=1.COC(=O)[CH2:22][NH2:23], predict the reaction product. The product is: [CH:13]([C@@H:12]1[NH:11][C:9](=[O:8])[CH2:22][NH:23][C:16]1=[O:18])([CH3:15])[CH3:14]. (6) Given the reactants C([N:8](CC1C=CC=CC=1)[C:9]1[CH:14]=[CH:13][CH:12]=[C:11]([CH:15]2[CH2:19][CH2:18][CH2:17][CH2:16]2)[CH:10]=1)C1C=CC=CC=1.COC(O)C.C(Cl)[Cl:33].Cl, predict the reaction product. The product is: [ClH:33].[CH:15]1([C:11]2[CH:10]=[C:9]([CH:14]=[CH:13][CH:12]=2)[NH2:8])[CH2:16][CH2:17][CH2:18][CH2:19]1.